This data is from NCI-60 drug combinations with 297,098 pairs across 59 cell lines. The task is: Regression. Given two drug SMILES strings and cell line genomic features, predict the synergy score measuring deviation from expected non-interaction effect. (1) Drug 1: C1=NC2=C(N=C(N=C2N1C3C(C(C(O3)CO)O)F)Cl)N. Drug 2: CC1C(C(CC(O1)OC2CC(CC3=C2C(=C4C(=C3O)C(=O)C5=C(C4=O)C(=CC=C5)OC)O)(C(=O)CO)O)N)O.Cl. Cell line: COLO 205. Synergy scores: CSS=48.9, Synergy_ZIP=-6.91, Synergy_Bliss=-2.68, Synergy_Loewe=-2.95, Synergy_HSA=-1.35. (2) Drug 1: C(=O)(N)NO. Drug 2: CN(CCCl)CCCl.Cl. Cell line: A498. Synergy scores: CSS=9.39, Synergy_ZIP=-4.22, Synergy_Bliss=1.93, Synergy_Loewe=-9.96, Synergy_HSA=1.58. (3) Drug 1: C1CCC(CC1)NC(=O)N(CCCl)N=O. Drug 2: COCCOC1=C(C=C2C(=C1)C(=NC=N2)NC3=CC=CC(=C3)C#C)OCCOC.Cl. Cell line: SW-620. Synergy scores: CSS=8.52, Synergy_ZIP=-5.40, Synergy_Bliss=-1.91, Synergy_Loewe=-5.75, Synergy_HSA=-4.03. (4) Drug 1: C1=CC(=CC=C1CCC2=CNC3=C2C(=O)NC(=N3)N)C(=O)NC(CCC(=O)O)C(=O)O. Cell line: A498. Drug 2: C1=NC2=C(N1)C(=S)N=C(N2)N. Synergy scores: CSS=31.6, Synergy_ZIP=-7.45, Synergy_Bliss=-4.82, Synergy_Loewe=-0.0921, Synergy_HSA=1.27. (5) Drug 1: CC1=C(C=C(C=C1)NC(=O)C2=CC=C(C=C2)CN3CCN(CC3)C)NC4=NC=CC(=N4)C5=CN=CC=C5. Drug 2: C1=NNC2=C1C(=O)NC=N2. Cell line: IGROV1. Synergy scores: CSS=0.204, Synergy_ZIP=-0.758, Synergy_Bliss=-1.86, Synergy_Loewe=-0.927, Synergy_HSA=-1.33. (6) Drug 1: C1CCC(C(C1)[NH-])[NH-].C(=O)(C(=O)[O-])[O-].[Pt+4]. Drug 2: CCC1=C2N=C(C=C(N2N=C1)NCC3=C[N+](=CC=C3)[O-])N4CCCCC4CCO. Cell line: SK-OV-3. Synergy scores: CSS=22.5, Synergy_ZIP=-1.86, Synergy_Bliss=-0.179, Synergy_Loewe=-31.5, Synergy_HSA=-2.70. (7) Drug 1: C1=NC2=C(N1)C(=S)N=CN2. Drug 2: C1CCC(C(C1)N)N.C(=O)(C(=O)[O-])[O-].[Pt+4]. Cell line: SK-OV-3. Synergy scores: CSS=17.3, Synergy_ZIP=-2.65, Synergy_Bliss=-2.59, Synergy_Loewe=-12.9, Synergy_HSA=-2.95. (8) Drug 1: CC12CCC(CC1=CCC3C2CCC4(C3CC=C4C5=CN=CC=C5)C)O. Drug 2: C1CCN(CC1)CCOC2=CC=C(C=C2)C(=O)C3=C(SC4=C3C=CC(=C4)O)C5=CC=C(C=C5)O. Cell line: CAKI-1. Synergy scores: CSS=5.55, Synergy_ZIP=-1.79, Synergy_Bliss=-0.850, Synergy_Loewe=0.510, Synergy_HSA=0.281. (9) Drug 1: CC1=C(C=C(C=C1)C(=O)NC2=CC(=CC(=C2)C(F)(F)F)N3C=C(N=C3)C)NC4=NC=CC(=N4)C5=CN=CC=C5. Drug 2: CC1CCCC2(C(O2)CC(NC(=O)CC(C(C(=O)C(C1O)C)(C)C)O)C(=CC3=CSC(=N3)C)C)C. Cell line: ACHN. Synergy scores: CSS=33.6, Synergy_ZIP=2.79, Synergy_Bliss=-0.0233, Synergy_Loewe=-21.7, Synergy_HSA=-0.573. (10) Synergy scores: CSS=-13.7, Synergy_ZIP=15.3, Synergy_Bliss=10.9, Synergy_Loewe=-5.67, Synergy_HSA=-8.54. Drug 1: C1CCC(C1)C(CC#N)N2C=C(C=N2)C3=C4C=CNC4=NC=N3. Cell line: SK-MEL-5. Drug 2: CNC(=O)C1=CC=CC=C1SC2=CC3=C(C=C2)C(=NN3)C=CC4=CC=CC=N4.